Task: Predict the reaction yield, written as a fraction of the theoretical maximum amount of product (1.0 means a 100% yield; for example, 0.34 means a 34% yield).. Dataset: Reaction yield outcomes from USPTO patents with 853,638 reactions (1) The reactants are [Cl:1][C:2]1[CH:3]=[C:4]([C:10]2[N:14](COCC[Si](C)(C)C)[N:13]=[CH:12][C:11]=2[NH:23]C(=O)OC(C)(C)C)[C:5]([O:8][CH3:9])=[N:6][CH:7]=1.[Sn](Cl)(Cl)(Cl)Cl. The catalyst is C(OCC)(=O)C. The product is [Cl:1][C:2]1[CH:3]=[C:4]([C:10]2[NH:14][N:13]=[CH:12][C:11]=2[NH2:23])[C:5]([O:8][CH3:9])=[N:6][CH:7]=1. The yield is 0.310. (2) The reactants are [CH:1]1([C:4]2[NH:8][N:7]=[C:6]([NH:9][C:10]3[C:17]([F:18])=[CH:16][C:13]([CH:14]=[O:15])=[C:12]([NH:19][C@H:20]([C:22]4[CH:27]=[CH:26][C:25]([F:28])=[CH:24][CH:23]=4)[CH3:21])[N:11]=3)[CH:5]=2)[CH2:3][CH2:2]1.[BH4-].[Na+]. The catalyst is CO. The product is [CH:1]1([C:4]2[NH:8][N:7]=[C:6]([NH:9][C:10]3[N:11]=[C:12]([NH:19][C@H:20]([C:22]4[CH:27]=[CH:26][C:25]([F:28])=[CH:24][CH:23]=4)[CH3:21])[C:13]([CH2:14][OH:15])=[CH:16][C:17]=3[F:18])[CH:5]=2)[CH2:3][CH2:2]1. The yield is 0.880. (3) The reactants are [F:1][C:2]1[CH:3]=[C:4]2[C:8](=[CH:9][CH:10]=1)[N:7]([CH:11]1[CH2:16][CH2:15][N:14]([C:17]3([CH3:22])[CH2:21][CH2:20][NH:19][CH2:18]3)[CH2:13][CH2:12]1)[C:6](=[O:23])[CH2:5]2.[C:24](Cl)(=[O:27])[O:25][CH3:26]. No catalyst specified. The product is [F:1][C:2]1[CH:3]=[C:4]2[C:8](=[CH:9][CH:10]=1)[N:7]([CH:11]1[CH2:16][CH2:15][N:14]([C:17]3([CH3:22])[CH2:21][CH2:20][N:19]([C:24]([O:25][CH3:26])=[O:27])[CH2:18]3)[CH2:13][CH2:12]1)[C:6](=[O:23])[CH2:5]2. The yield is 0.699. (4) The product is [NH2:8][C:9]1[CH:18]=[N:17][C:16]2[C:11](=[CH:12][CH:13]=[CH:14][CH:15]=2)[N:10]=1. The yield is 0.250. The catalyst is CO.[Pd]. The reactants are C([NH:8][C:9]1[CH:18]=[N:17][C:16]2[C:11](=[CH:12][CH:13]=[CH:14][CH:15]=2)[N:10]=1)C1C=CC=CC=1.C([O-])=O.[NH4+].